This data is from Reaction yield outcomes from USPTO patents with 853,638 reactions. The task is: Predict the reaction yield, written as a fraction of the theoretical maximum amount of product (1.0 means a 100% yield; for example, 0.34 means a 34% yield). The reactants are [NH2:1][C:2]1[C:11]2[C:6](=[CH:7][C:8]([N:12]3[C:20]4[CH2:19][C:18]([CH3:22])([CH3:21])[CH2:17][C:16](=[O:23])[C:15]=4[C:14]([CH3:24])=[CH:13]3)=[CH:9][CH:10]=2)[C:5]([C:25]#N)=[CH:4][N:3]=1.Cl.[OH-:28].[Na+].[OH2:30]. The catalyst is C1COCC1. The product is [NH2:1][C:2]1[C:11]2[C:6](=[CH:7][C:8]([N:12]3[C:20]4[CH2:19][C:18]([CH3:22])([CH3:21])[CH2:17][C:16](=[O:23])[C:15]=4[C:14]([CH3:24])=[CH:13]3)=[CH:9][CH:10]=2)[C:5]([C:25]([OH:30])=[O:28])=[CH:4][N:3]=1. The yield is 0.440.